Task: Predict the reactants needed to synthesize the given product.. Dataset: Full USPTO retrosynthesis dataset with 1.9M reactions from patents (1976-2016) (1) Given the product [Cl:1][C:2]1[C:11]2[C:6](=[CH:7][C:8]([O:12][CH:14]([CH3:16])[CH3:15])=[CH:9][CH:10]=2)[CH:5]=[CH:4][N:3]=1, predict the reactants needed to synthesize it. The reactants are: [Cl:1][C:2]1[C:11]2[C:6](=[CH:7][C:8]([OH:12])=[CH:9][CH:10]=2)[CH:5]=[CH:4][N:3]=1.I[CH:14]([CH3:16])[CH3:15].C([O-])([O-])=O.[K+].[K+]. (2) The reactants are: [N:1]([C:4]1[CH:5]=[CH:6][C:7]([CH3:28])=[C:8]([C:10]([C:12]2[CH:17]=[CH:16][C:15]([NH:18][C:19]3[CH:24]=[CH:23][C:22]([F:25])=[CH:21][C:20]=3[F:26])=[CH:14][C:13]=2[Cl:27])=[O:11])[CH:9]=1)=[N+:2]=[N-:3].[CH2:29]([OH:34])[CH:30]=[CH:31][C:32]#[CH:33]. Given the product [Cl:27][C:13]1[CH:14]=[C:15]([NH:18][C:19]2[CH:24]=[CH:23][C:22]([F:25])=[CH:21][C:20]=2[F:26])[CH:16]=[CH:17][C:12]=1[C:10]([C:8]1[CH:9]=[C:4]([N:1]2[CH:33]=[C:32]([CH:31]=[CH:30][CH2:29][OH:34])[N:3]=[N:2]2)[CH:5]=[CH:6][C:7]=1[CH3:28])=[O:11], predict the reactants needed to synthesize it.